From a dataset of NCI-60 drug combinations with 297,098 pairs across 59 cell lines. Regression. Given two drug SMILES strings and cell line genomic features, predict the synergy score measuring deviation from expected non-interaction effect. (1) Drug 1: C1=C(C(=O)NC(=O)N1)F. Drug 2: CCCCC(=O)OCC(=O)C1(CC(C2=C(C1)C(=C3C(=C2O)C(=O)C4=C(C3=O)C=CC=C4OC)O)OC5CC(C(C(O5)C)O)NC(=O)C(F)(F)F)O. Cell line: HOP-92. Synergy scores: CSS=14.3, Synergy_ZIP=-3.68, Synergy_Bliss=-6.63, Synergy_Loewe=-4.00, Synergy_HSA=-3.94. (2) Synergy scores: CSS=51.8, Synergy_ZIP=7.93, Synergy_Bliss=5.37, Synergy_Loewe=-66.8, Synergy_HSA=3.21. Drug 1: CCC1=C2CN3C(=CC4=C(C3=O)COC(=O)C4(CC)O)C2=NC5=C1C=C(C=C5)O. Cell line: LOX IMVI. Drug 2: C(CN)CNCCSP(=O)(O)O. (3) Drug 1: C#CCC(CC1=CN=C2C(=N1)C(=NC(=N2)N)N)C3=CC=C(C=C3)C(=O)NC(CCC(=O)O)C(=O)O. Drug 2: CC12CCC3C(C1CCC2OP(=O)(O)O)CCC4=C3C=CC(=C4)OC(=O)N(CCCl)CCCl.[Na+]. Cell line: COLO 205. Synergy scores: CSS=23.6, Synergy_ZIP=2.61, Synergy_Bliss=-0.461, Synergy_Loewe=-3.24, Synergy_HSA=-3.73. (4) Drug 1: C(CC(=O)O)C(=O)CN.Cl. Drug 2: C1C(C(OC1N2C=NC(=NC2=O)N)CO)O. Cell line: SF-268. Synergy scores: CSS=6.30, Synergy_ZIP=-2.50, Synergy_Bliss=-0.616, Synergy_Loewe=-1.03, Synergy_HSA=-1.64.